This data is from Catalyst prediction with 721,799 reactions and 888 catalyst types from USPTO. The task is: Predict which catalyst facilitates the given reaction. (1) Reactant: Cl[C:2]1[C:7]([N+:8]([O-:10])=[O:9])=[CH:6][CH:5]=[CH:4][N:3]=1.[C:11](=O)([O-])[O-].[K+].[K+].CB1OB(C)OB(C)O1. Product: [CH3:11][C:2]1[C:7]([N+:8]([O-:10])=[O:9])=[CH:6][CH:5]=[CH:4][N:3]=1. The catalyst class is: 70. (2) The catalyst class is: 6. Product: [SH:24][CH2:2][CH2:3][CH2:4][CH2:5][CH2:6][CH2:7][CH2:8][CH2:9][CH2:10][CH2:11][CH2:12][CH2:13][P:14](=[O:21])([O:18][CH2:19][CH3:20])[O:15][CH2:16][CH3:17]. Reactant: Br[CH2:2][CH2:3][CH2:4][CH2:5][CH2:6][CH2:7][CH2:8][CH2:9][CH2:10][CH2:11][CH2:12][CH2:13][P:14](=[O:21])([O:18][CH2:19][CH3:20])[O:15][CH2:16][CH3:17].NC(N)=[S:24].[OH-].[Na+].Cl. (3) Reactant: C([O-])(O)=O.[Na+].[OH:6][CH2:7][CH2:8][N:9]1[CH:18]=[CH:17][C:16]2[C:11](=[CH:12][C:13]([N:19]3[CH2:24][CH2:23][NH:22][CH2:21][CH2:20]3)=[CH:14][CH:15]=2)[C:10]1=[O:25].[CH:26]1[C:38]2[CH:37]([CH2:39][O:40][C:41](Cl)=[O:42])[C:36]3[C:31](=[CH:32][CH:33]=[CH:34][CH:35]=3)[C:30]=2[CH:29]=[CH:28][CH:27]=1. Product: [CH:26]1[C:38]2[CH:37]([CH2:39][O:40][C:41]([N:22]3[CH2:23][CH2:24][N:19]([C:13]4[CH:12]=[C:11]5[C:16]([CH:17]=[CH:18][N:9]([CH2:8][CH2:7][OH:6])[C:10]5=[O:25])=[CH:15][CH:14]=4)[CH2:20][CH2:21]3)=[O:42])[C:36]3[C:31](=[CH:32][CH:33]=[CH:34][CH:35]=3)[C:30]=2[CH:29]=[CH:28][CH:27]=1. The catalyst class is: 7. (4) Reactant: C[Si]([C:5]#[C:6][C:7]1[CH:16]=[CH:15][C:10]([C:11]([O:13][CH3:14])=[O:12])=[CH:9][N:8]=1)(C)C.CCCC[N+](CCCC)(CCCC)CCCC.[F-]. Product: [C:6]([C:7]1[N:8]=[CH:9][C:10]([C:11]([O:13][CH3:14])=[O:12])=[CH:15][CH:16]=1)#[CH:5]. The catalyst class is: 1. (5) Reactant: [F:1][C:2]([F:19])([F:18])[O:3][C:4]1[CH:17]=[CH:16][C:7]([O:8][C:9]2[CH:14]=[CH:13][N+:12]([O-])=[CH:11][CH:10]=2)=[CH:6][CH:5]=1.C([O-])=O.[NH4+]. Product: [F:19][C:2]([F:1])([F:18])[O:3][C:4]1[CH:5]=[CH:6][C:7]([O:8][C:9]2[CH:10]=[CH:11][N:12]=[CH:13][CH:14]=2)=[CH:16][CH:17]=1. The catalyst class is: 29.